Dataset: Forward reaction prediction with 1.9M reactions from USPTO patents (1976-2016). Task: Predict the product of the given reaction. (1) Given the reactants C[O:2][C:3](=[O:33])[CH2:4][O:5][C:6]1[CH:11]=[CH:10][C:9]([C:12]([CH2:30][CH3:31])([C:15]2[CH:20]=[CH:19][C:18]([CH:21]=[CH:22][C:23]([CH2:27][CH3:28])([OH:26])[CH2:24][CH3:25])=[C:17]([CH3:29])[CH:16]=2)[CH2:13][CH3:14])=[CH:8][C:7]=1[CH3:32].[OH-].[K+].OS([O-])(=O)=O.[K+], predict the reaction product. The product is: [CH2:13]([C:12]([C:9]1[CH:10]=[CH:11][C:6]([O:5][CH2:4][C:3]([OH:33])=[O:2])=[C:7]([CH3:32])[CH:8]=1)([C:15]1[CH:20]=[CH:19][C:18](/[CH:21]=[CH:22]/[C:23]([CH2:24][CH3:25])([OH:26])[CH2:27][CH3:28])=[C:17]([CH3:29])[CH:16]=1)[CH2:30][CH3:31])[CH3:14]. (2) Given the reactants [C:1]1([P:7]([C:14]2[CH:19]=[CH:18][CH:17]=[CH:16][CH:15]=2)[C:8]2[CH:13]=[CH:12][CH:11]=[CH:10][CH:9]=2)[CH:6]=[CH:5][CH:4]=[CH:3][CH:2]=1.[Br:20][CH2:21][CH2:22][CH2:23][C:24]([O:26][CH2:27][CH3:28])=[O:25], predict the reaction product. The product is: [Br-:20].[CH2:27]([O:26][C:24]([CH2:23][CH2:22][CH2:21][P+:7]([C:1]1[CH:2]=[CH:3][CH:4]=[CH:5][CH:6]=1)([C:8]1[CH:13]=[CH:12][CH:11]=[CH:10][CH:9]=1)[C:14]1[CH:15]=[CH:16][CH:17]=[CH:18][CH:19]=1)=[O:25])[CH3:28]. (3) Given the reactants [NH2:1][CH2:2][C:3]1[CH:7]=[C:6]([C:8]2[CH:13]=[CH:12][C:11]([C@H:14]3[O:18][C:17]([CH3:20])([CH3:19])[N:16]([C:21]([O:23][C:24]([CH3:27])([CH3:26])[CH3:25])=[O:22])[C@@H:15]3[CH2:28][F:29])=[CH:10][CH:9]=2)[O:5][N:4]=1.[S:30](Cl)([CH3:33])(=[O:32])=[O:31].C(N(C(C)C)CC)(C)C, predict the reaction product. The product is: [F:29][CH2:28][C@@H:15]1[C@@H:14]([C:11]2[CH:10]=[CH:9][C:8]([C:6]3[O:5][N:4]=[C:3]([CH2:2][NH:1][S:30]([CH3:33])(=[O:32])=[O:31])[CH:7]=3)=[CH:13][CH:12]=2)[O:18][C:17]([CH3:19])([CH3:20])[N:16]1[C:21]([O:23][C:24]([CH3:27])([CH3:26])[CH3:25])=[O:22]. (4) Given the reactants Cl.[CH2:2]1[C:11]2[C:6](=[CH:7][CH:8]=[C:9](N)[CH:10]=2)[CH2:5][CH2:4][NH:3]1.[N+]([O-])([O-])=O.[Na+].[NH2:18][C:19](N)=O.[OH-].[Na+].[C-]#N.[K+], predict the reaction product. The product is: [CH2:2]1[C:11]2[C:6](=[CH:7][CH:8]=[C:9]([C:19]#[N:18])[CH:10]=2)[CH2:5][CH2:4][NH:3]1. (5) Given the reactants [Br:1][C:2]1[CH:27]=[CH:26][C:5]([CH2:6][NH:7][C:8]([C:10]2[C:11]3[CH:12]=[N:13][N:14]([C:19]4[CH:24]=[CH:23][C:22]([F:25])=[CH:21][CH:20]=4)[C:15]=3[CH:16]=[CH:17][CH:18]=2)=[O:9])=[C:4]([Cl:28])[CH:3]=1.[H-].[Na+].[CH3:31][O:32][CH2:33]Cl, predict the reaction product. The product is: [Br:1][C:2]1[CH:27]=[CH:26][C:5]([CH2:6][N:7]([CH2:31][O:32][CH3:33])[C:8]([C:10]2[C:11]3[CH:12]=[N:13][N:14]([C:19]4[CH:24]=[CH:23][C:22]([F:25])=[CH:21][CH:20]=4)[C:15]=3[CH:16]=[CH:17][CH:18]=2)=[O:9])=[C:4]([Cl:28])[CH:3]=1.